This data is from Catalyst prediction with 721,799 reactions and 888 catalyst types from USPTO. The task is: Predict which catalyst facilitates the given reaction. (1) Reactant: [C:1](Cl)([C:14]1[CH:19]=[CH:18][CH:17]=[CH:16][CH:15]=1)([C:8]1[CH:13]=[CH:12][CH:11]=[CH:10][CH:9]=1)[C:2]1[CH:7]=[CH:6][CH:5]=[CH:4][CH:3]=1.[CH2:21]=[C:22]([CH2:25][OH:26])[CH2:23][OH:24].C(N(CC)CC)C.C([O-])(O)=O.[Na+]. Product: [C:2]1([C:1]([C:14]2[CH:19]=[CH:18][CH:17]=[CH:16][CH:15]=2)([C:8]2[CH:13]=[CH:12][CH:11]=[CH:10][CH:9]=2)[O:24][CH2:23][C:22](=[CH2:21])[CH2:25][OH:26])[CH:7]=[CH:6][CH:5]=[CH:4][CH:3]=1. The catalyst class is: 124. (2) Reactant: [CH3:1][O:2][C:3]1[C:8]2[N:9]=[C:10]([NH2:12])[S:11]C=2C(N)=C[CH:4]=1.C(=O)([O-])[O-].[K+].[K+].ICC.[F:23][C:24]1[CH:32]=[CH:31][C:27]([C:28]([OH:30])=O)=[CH:26][CH:25]=1.CN(C(ON1N=NC2C=CC=NC1=2)=[N+](C)C)C.F[P-](F)(F)(F)(F)F.[CH2:57]([N:59]([CH:63]([CH3:65])C)[CH:60]([CH3:62])[CH3:61])[CH3:58]. Product: [CH2:63]([N:59]([CH2:57][CH3:58])[C:60]1[C:61]2[S:11][C:10]([NH:12][C:28](=[O:30])[C:27]3[CH:26]=[CH:25][C:24]([F:23])=[CH:32][CH:31]=3)=[N:9][C:8]=2[C:3]([O:2][CH3:1])=[CH:4][CH:62]=1)[CH3:65]. The catalyst class is: 198. (3) Reactant: [CH2:1]([O:8][C:9]1[CH:14]=[CH:13][C:12](OB(O)O)=[CH:11][C:10]=1[C:19]#[N:20])[C:2]1[CH:7]=[CH:6][CH:5]=[CH:4][CH:3]=1.Cl[C:22]1[CH:23]=[C:24]([CH:29]=[CH:30][N:31]=1)[C:25]([O:27][CH3:28])=[O:26].C(=O)([O-])[O-].[Na+].[Na+]. Product: [CH2:1]([O:8][C:9]1[CH:14]=[CH:13][C:12]([C:22]2[CH:23]=[C:24]([CH:29]=[CH:30][N:31]=2)[C:25]([O:27][CH3:28])=[O:26])=[CH:11][C:10]=1[C:19]#[N:20])[C:2]1[CH:7]=[CH:6][CH:5]=[CH:4][CH:3]=1. The catalyst class is: 109. (4) Reactant: C[O:2][C:3]([C:5]1[CH:22]=[CH:21][CH:20]=[CH:19][C:6]=1[O:7][CH2:8][C@@H:9]1[NH:14][CH2:13][C@@H:12]([C:15]([O:17][CH3:18])=[O:16])[CH2:11][CH2:10]1)=O.C[Al](C)C. Product: [O:2]=[C:3]1[C:5]2[CH:22]=[CH:21][CH:20]=[CH:19][C:6]=2[O:7][CH2:8][C@@H:9]2[CH2:10][CH2:11][C@H:12]([C:15]([O:17][CH3:18])=[O:16])[CH2:13][N:14]12. The catalyst class is: 2. (5) Reactant: CN(C(ON1N=NC2C=CC=NC1=2)=[N+](C)C)C.F[P-](F)(F)(F)(F)F.[Br:25][C:26]1[C:34]2[C:29](=[CH:30][CH:31]=[C:32]([O:35][CH2:36][CH2:37][OH:38])[CH:33]=2)[NH:28][C:27]=1[C:39]([OH:41])=O.[NH2:42][CH2:43][C:44]1[C:45]([F:61])=[C:46]([O:51][C:52]2[CH:53]=[C:54]([CH:57]=[C:58]([Cl:60])[CH:59]=2)[C:55]#[N:56])[C:47]([Cl:50])=[CH:48][CH:49]=1.CCN(C(C)C)C(C)C. Product: [Br:25][C:26]1[C:34]2[C:29](=[CH:30][CH:31]=[C:32]([O:35][CH2:36][CH2:37][OH:38])[CH:33]=2)[NH:28][C:27]=1[C:39]([NH:42][CH2:43][C:44]1[CH:49]=[CH:48][C:47]([Cl:50])=[C:46]([O:51][C:52]2[CH:53]=[C:54]([C:55]#[N:56])[CH:57]=[C:58]([Cl:60])[CH:59]=2)[C:45]=1[F:61])=[O:41]. The catalyst class is: 3. (6) Reactant: C[O:2][C:3](=[O:29])[CH2:4][CH:5]([NH:16][C:17](=[O:28])[CH:18]([NH:20][C:21]([O:23][C:24]([CH3:27])([CH3:26])[CH3:25])=[O:22])[CH3:19])[CH2:6][C:7]1[CH:12]=[C:11]([F:13])[C:10]([F:14])=[CH:9][C:8]=1[F:15].O[Li].O. The catalyst class is: 87. Product: [C:24]([O:23][C:21]([NH:20][CH:18]([CH3:19])[C:17]([NH:16][CH:5]([CH2:6][C:7]1[CH:12]=[C:11]([F:13])[C:10]([F:14])=[CH:9][C:8]=1[F:15])[CH2:4][C:3]([OH:29])=[O:2])=[O:28])=[O:22])([CH3:27])([CH3:25])[CH3:26].